From a dataset of Full USPTO retrosynthesis dataset with 1.9M reactions from patents (1976-2016). Predict the reactants needed to synthesize the given product. (1) Given the product [F:1][C:2]1[CH:3]=[CH:4][C:5]([C:36]2[C:41]([CH3:42])=[CH:40][C:39]([CH2:43][CH2:44][C:45]([OH:47])([CH3:48])[CH3:46])=[CH:38][C:37]=2[CH3:49])=[C:6]2[C:10]=1[C@H:9]([O:11][C:12]1[CH:25]=[CH:24][C:15]3[C@H:16]([CH2:19][C:20]([O:22][CH3:23])=[O:21])[CH2:17][O:18][C:14]=3[CH:13]=1)[CH2:8][CH2:7]2, predict the reactants needed to synthesize it. The reactants are: [F:1][C:2]1[CH:3]=[CH:4][C:5](B2OC(C)(C)C(C)(C)O2)=[C:6]2[C:10]=1[C@H:9]([O:11][C:12]1[CH:25]=[CH:24][C:15]3[C@H:16]([CH2:19][C:20]([O:22][CH3:23])=[O:21])[CH2:17][O:18][C:14]=3[CH:13]=1)[CH2:8][CH2:7]2.Br[C:36]1[C:41]([CH3:42])=[CH:40][C:39]([CH2:43][CH2:44][C:45]([CH3:48])([OH:47])[CH3:46])=[CH:38][C:37]=1[CH3:49].BrC1C=CC(F)=C2C=1CC[C@H]2OC1C=CC2[C@H](CC(OC)=O)COC=2C=1. (2) Given the product [CH3:1][O:2][C:3]1[N:8]=[C:7]([O:9][S:11]([C:14]([F:17])([F:16])[F:15])(=[O:13])=[O:12])[CH:6]=[C:5]([S:11]([C:14]([F:17])([F:16])[F:15])(=[O:13])=[O:12])[N:4]=1, predict the reactants needed to synthesize it. The reactants are: [CH3:1][O:2][C:3]1[N:8]=[C:7]([OH:9])[CH:6]=[C:5](O)[N:4]=1.[S:11](O[S:11]([C:14]([F:17])([F:16])[F:15])(=[O:13])=[O:12])([C:14]([F:17])([F:16])[F:15])(=[O:13])=[O:12]. (3) Given the product [Cl:1][C:2]1[CH:3]=[C:4]([C@@H:8]2[C@@H:13]([C:14]3[CH:19]=[CH:18][C:17]([Cl:20])=[CH:16][CH:15]=3)[N:12]([C@@H:21]([CH2:25][CH3:26])[C@@H:22]([OH:24])[CH3:23])[C:11](=[O:27])[C@:10]([CH2:29][C:30]([OH:32])=[O:31])([CH3:28])[CH2:9]2)[CH:5]=[CH:6][CH:7]=1, predict the reactants needed to synthesize it. The reactants are: [Cl:1][C:2]1[CH:3]=[C:4]([C@@H:8]2[C@@H:13]([C:14]3[CH:19]=[CH:18][C:17]([Cl:20])=[CH:16][CH:15]=3)[N:12]([C@@H:21]([CH2:25][CH3:26])[C:22](=[O:24])[CH3:23])[C:11](=[O:27])[C@:10]([CH2:29][C:30]([OH:32])=[O:31])([CH3:28])[CH2:9]2)[CH:5]=[CH:6][CH:7]=1.C([BH-](C(CC)C)C(CC)C)(CC)C.[Na+]. (4) The reactants are: [CH:1]1([CH2:7][CH2:8][CH2:9][C:10]2[CH:11]=[C:12]([CH:17]=[CH:18][CH:19]=2)[C:13]([O:15]C)=[O:14])[CH2:6][CH2:5][CH2:4][CH2:3][CH2:2]1.[OH-].[Na+].Cl. Given the product [CH:1]1([CH2:7][CH2:8][CH2:9][C:10]2[CH:11]=[C:12]([CH:17]=[CH:18][CH:19]=2)[C:13]([OH:15])=[O:14])[CH2:6][CH2:5][CH2:4][CH2:3][CH2:2]1, predict the reactants needed to synthesize it. (5) Given the product [CH3:13][CH2:12][CH2:11][CH2:10][N+:5]([CH2:14][CH2:15][CH2:16][CH3:17])([CH2:4][CH2:3][CH2:2][CH3:1])[CH2:6][CH2:7][CH2:8][CH3:9].[F-:18].[CH3:19][N:20]([CH:22]=[O:23])[CH3:21], predict the reactants needed to synthesize it. The reactants are: [CH3:1][CH2:2][CH2:3][CH2:4][N+:5]([CH2:14][CH2:15][CH2:16][CH3:17])([CH2:10][CH2:11][CH2:12][CH3:13])[CH2:6][CH2:7][CH2:8][CH3:9].[F-:18].[CH3:19][N:20]([CH:22]=[O:23])[CH3:21].